From a dataset of Forward reaction prediction with 1.9M reactions from USPTO patents (1976-2016). Predict the product of the given reaction. (1) The product is: [C:24]([C:18]1[C:19]([CH3:23])=[CH:20][CH:21]=[CH:22][C:17]=1[C:16]([NH:15][C:6]1([C:4]([OH:5])=[O:3])[CH2:7][C:8]2[C:13](=[CH:12][CH:11]=[CH:10][CH:9]=2)[CH2:14]1)=[O:29])(=[O:28])[CH:25]([CH3:27])[CH3:26]. Given the reactants C([O:3][C:4]([C:6]1([NH:15][C:16](=[O:29])[C:17]2[CH:22]=[CH:21][CH:20]=[C:19]([CH3:23])[C:18]=2[C:24](=[O:28])[CH:25]([CH3:27])[CH3:26])[CH2:14][C:13]2[C:8](=[CH:9][CH:10]=[CH:11][CH:12]=2)[CH2:7]1)=[O:5])C.[OH-].[K+].O, predict the reaction product. (2) Given the reactants [F:1][C:2]1[CH:7]=[CH:6][C:5]([S:8][C:9]2[N:10]=[C:11]([NH:18][C:19]3[N:23]([CH2:24][C:25]4[CH:30]=[CH:29][C:28]([O:31][CH3:32])=[CH:27][CH:26]=4)[N:22]=[CH:21][CH:20]=3)[C:12]3[CH:17]=[CH:16][NH:15][C:13]=3[N:14]=2)=[CH:4][CH:3]=1.[C:33](O[C:33]([O:35][C:36]([CH3:39])([CH3:38])[CH3:37])=[O:34])([O:35][C:36]([CH3:39])([CH3:38])[CH3:37])=[O:34].C(=O)([O-])[O-].[K+].[K+].[OH-].[NH4+], predict the reaction product. The product is: [F:1][C:2]1[CH:7]=[CH:6][C:5]([S:8][C:9]2[N:10]=[C:11]([N:18]([C:19]3[N:23]([CH2:24][C:25]4[CH:30]=[CH:29][C:28]([O:31][CH3:32])=[CH:27][CH:26]=4)[N:22]=[CH:21][CH:20]=3)[C:33](=[O:34])[O:35][C:36]([CH3:39])([CH3:38])[CH3:37])[C:12]3[CH:17]=[CH:16][NH:15][C:13]=3[N:14]=2)=[CH:4][CH:3]=1. (3) Given the reactants [CH3:1][C:2]12[CH2:12][CH:11]1[C:10]1[C:9]([O:13][C:14]3[CH:19]=[CH:18][C:17]([N+:20]([O-])=O)=[CH:16][N:15]=3)=[CH:8][CH:7]=[CH:6][C:5]=1[O:4][CH2:3]2.O.[Cl-].[NH4+].ON, predict the reaction product. The product is: [CH3:1][C:2]12[CH2:12][CH:11]1[C:10]1[C:9]([O:13][C:14]3[N:15]=[CH:16][C:17]([NH2:20])=[CH:18][CH:19]=3)=[CH:8][CH:7]=[CH:6][C:5]=1[O:4][CH2:3]2. (4) Given the reactants Cl.[F:2][C:3]([F:36])([F:35])[C:4]1[CH:5]=[C:6]([C@H:14]([O:16][C@H:17]2[CH2:22][CH2:21][N:20]([C:23](=[O:28])[CH2:24][CH2:25][CH2:26][NH2:27])[CH2:19][C@H:18]2[C:29]2[CH:34]=[CH:33][CH:32]=[CH:31][CH:30]=2)[CH3:15])[CH:7]=[C:8]([C:10]([F:13])([F:12])[F:11])[CH:9]=1.[CH3:37][S:38](Cl)(=[O:40])=[O:39], predict the reaction product. The product is: [F:36][C:3]([F:2])([F:35])[C:4]1[CH:5]=[C:6]([C@H:14]([O:16][C@H:17]2[CH2:22][CH2:21][N:20]([C:23](=[O:28])[CH2:24][CH2:25][CH2:26][NH:27][S:38]([CH3:37])(=[O:40])=[O:39])[CH2:19][C@H:18]2[C:29]2[CH:30]=[CH:31][CH:32]=[CH:33][CH:34]=2)[CH3:15])[CH:7]=[C:8]([C:10]([F:11])([F:12])[F:13])[CH:9]=1. (5) Given the reactants C([O:3][C:4]([C:6]1[N:7]([C:27]2[CH:32]=[CH:31][C:30]([O:33][CH:34]([CH3:36])[CH3:35])=[CH:29][CH:28]=2)[C:8]2[C:13]([C:14]=1[CH:15]=O)=[CH:12][C:11]([C:17]1[CH:22]=[CH:21][C:20]([C:23]([CH3:26])([CH3:25])[CH3:24])=[CH:19][CH:18]=1)=[CH:10][CH:9]=2)=[O:5])C.[CH3:37][N:38]1[CH2:43][CH2:42][NH:41][CH2:40][CH2:39]1, predict the reaction product. The product is: [C:23]([C:20]1[CH:21]=[CH:22][C:17]([C:11]2[CH:12]=[C:13]3[C:8](=[CH:9][CH:10]=2)[N:7]([C:27]2[CH:28]=[CH:29][C:30]([O:33][CH:34]([CH3:35])[CH3:36])=[CH:31][CH:32]=2)[C:6]([C:4]([OH:3])=[O:5])=[C:14]3[CH2:15][N:41]2[CH2:42][CH2:43][N:38]([CH3:37])[CH2:39][CH2:40]2)=[CH:18][CH:19]=1)([CH3:24])([CH3:25])[CH3:26]. (6) Given the reactants [H-].[Na+].[CH3:3][C:4](=[O:6])[CH3:5].[CH3:7][O:8][CH:9]([O:15][CH3:16])[CH2:10][C:11](OC)=[O:12].OS(O)(=O)=O, predict the reaction product. The product is: [OH:6]/[C:4](/[CH3:5])=[CH:3]\[C:11](=[O:12])[CH2:10][CH:9]([O:15][CH3:16])[O:8][CH3:7].